From a dataset of NCI-60 drug combinations with 297,098 pairs across 59 cell lines. Regression. Given two drug SMILES strings and cell line genomic features, predict the synergy score measuring deviation from expected non-interaction effect. (1) Drug 1: C1CC(C1)(C(=O)O)C(=O)O.[NH2-].[NH2-].[Pt+2]. Drug 2: CC1=C(N=C(N=C1N)C(CC(=O)N)NCC(C(=O)N)N)C(=O)NC(C(C2=CN=CN2)OC3C(C(C(C(O3)CO)O)O)OC4C(C(C(C(O4)CO)O)OC(=O)N)O)C(=O)NC(C)C(C(C)C(=O)NC(C(C)O)C(=O)NCCC5=NC(=CS5)C6=NC(=CS6)C(=O)NCCC[S+](C)C)O. Cell line: SR. Synergy scores: CSS=76.2, Synergy_ZIP=0.605, Synergy_Bliss=0.0337, Synergy_Loewe=-12.6, Synergy_HSA=2.72. (2) Drug 1: CC1C(C(CC(O1)OC2CC(CC3=C2C(=C4C(=C3O)C(=O)C5=C(C4=O)C(=CC=C5)OC)O)(C(=O)C)O)N)O.Cl. Drug 2: C1=CN(C=N1)CC(O)(P(=O)(O)O)P(=O)(O)O. Cell line: HCT116. Synergy scores: CSS=13.6, Synergy_ZIP=-10.2, Synergy_Bliss=-15.8, Synergy_Loewe=-33.3, Synergy_HSA=-13.5. (3) Drug 1: CCC1=CC2CC(C3=C(CN(C2)C1)C4=CC=CC=C4N3)(C5=C(C=C6C(=C5)C78CCN9C7C(C=CC9)(C(C(C8N6C)(C(=O)OC)O)OC(=O)C)CC)OC)C(=O)OC.C(C(C(=O)O)O)(C(=O)O)O. Drug 2: CCCS(=O)(=O)NC1=C(C(=C(C=C1)F)C(=O)C2=CNC3=C2C=C(C=N3)C4=CC=C(C=C4)Cl)F. Cell line: M14. Synergy scores: CSS=41.9, Synergy_ZIP=-2.12, Synergy_Bliss=-3.72, Synergy_Loewe=-5.22, Synergy_HSA=-0.0649. (4) Drug 1: CCC1(CC2CC(C3=C(CCN(C2)C1)C4=CC=CC=C4N3)(C5=C(C=C6C(=C5)C78CCN9C7C(C=CC9)(C(C(C8N6C)(C(=O)OC)O)OC(=O)C)CC)OC)C(=O)OC)O.OS(=O)(=O)O. Drug 2: CC=C1C(=O)NC(C(=O)OC2CC(=O)NC(C(=O)NC(CSSCCC=C2)C(=O)N1)C(C)C)C(C)C. Cell line: SF-539. Synergy scores: CSS=19.2, Synergy_ZIP=1.71, Synergy_Bliss=5.56, Synergy_Loewe=-34.4, Synergy_HSA=1.78. (5) Drug 1: CCN(CC)CCNC(=O)C1=C(NC(=C1C)C=C2C3=C(C=CC(=C3)F)NC2=O)C. Drug 2: C1CCC(C(C1)N)N.C(=O)(C(=O)[O-])[O-].[Pt+4]. Cell line: EKVX. Synergy scores: CSS=12.1, Synergy_ZIP=-5.12, Synergy_Bliss=-4.81, Synergy_Loewe=-6.46, Synergy_HSA=-4.02. (6) Drug 1: C1=CC=C(C(=C1)C(C2=CC=C(C=C2)Cl)C(Cl)Cl)Cl. Drug 2: C1CN(CCN1C(=O)CCBr)C(=O)CCBr. Cell line: HT29. Synergy scores: CSS=8.02, Synergy_ZIP=-6.15, Synergy_Bliss=-4.52, Synergy_Loewe=-5.13, Synergy_HSA=-2.27. (7) Drug 1: C1CCC(C1)C(CC#N)N2C=C(C=N2)C3=C4C=CNC4=NC=N3. Drug 2: C1=NC2=C(N=C(N=C2N1C3C(C(C(O3)CO)O)O)F)N. Cell line: M14. Synergy scores: CSS=-17.8, Synergy_ZIP=2.13, Synergy_Bliss=-10.9, Synergy_Loewe=-22.3, Synergy_HSA=-20.2.